Dataset: Reaction yield outcomes from USPTO patents with 853,638 reactions. Task: Predict the reaction yield, written as a fraction of the theoretical maximum amount of product (1.0 means a 100% yield; for example, 0.34 means a 34% yield). (1) The reactants are [NH2:1][C:2]1[C:11]2[C:6](=[C:7](I)[CH:8]=[CH:9][CH:10]=2)[N:5]=[N:4][C:3]=1[C:13]([NH:15][CH2:16][CH2:17][CH3:18])=[O:14].[CH3:19][C:20]1[CH:25]=[CH:24][C:23]([Sn](C)(C)C)=[CH:22][N:21]=1. No catalyst specified. The product is [NH2:1][C:2]1[C:11]2[C:6](=[C:7]([C:23]3[CH:22]=[N:21][C:20]([CH3:19])=[CH:25][CH:24]=3)[CH:8]=[CH:9][CH:10]=2)[N:5]=[N:4][C:3]=1[C:13]([NH:15][CH2:16][CH2:17][CH3:18])=[O:14]. The yield is 0.760. (2) The reactants are [OH:1][C:2]1[C:3]([C:12]([OH:14])=[O:13])=[CH:4][C:5]2[C:10]([CH:11]=1)=[CH:9][CH:8]=[CH:7][CH:6]=2.[I:15]Cl. The catalyst is C(O)(=O)C. The product is [I:15][C:11]1[C:10]2[C:5](=[CH:6][CH:7]=[CH:8][CH:9]=2)[CH:4]=[C:3]([C:12]([OH:14])=[O:13])[C:2]=1[OH:1]. The yield is 0.850. (3) The reactants are [C:1]([O:5][C:6]([N:8]1[CH2:13][CH2:12][N:11]([C:14]2[C:23]3[C:18](=[CH:19][CH:20]=[C:21]([OH:24])[CH:22]=3)[CH:17]=[CH:16][N:15]=2)[CH2:10][CH2:9]1)=[O:7])([CH3:4])([CH3:3])[CH3:2].C(=O)([O-])[O-].[K+].[K+].[CH2:31](I)[CH3:32]. The catalyst is CC(C)=O. The product is [C:1]([O:5][C:6]([N:8]1[CH2:9][CH2:10][N:11]([C:14]2[C:23]3[C:18](=[CH:19][CH:20]=[C:21]([O:24][CH2:31][CH3:32])[CH:22]=3)[CH:17]=[CH:16][N:15]=2)[CH2:12][CH2:13]1)=[O:7])([CH3:4])([CH3:2])[CH3:3]. The yield is 0.900.